From a dataset of Catalyst prediction with 721,799 reactions and 888 catalyst types from USPTO. Predict which catalyst facilitates the given reaction. (1) Reactant: [NH2:1][C@H:2]([C:7]1[CH:12]=[CH:11][C:10]([Cl:13])=[CH:9][CH:8]=1)[CH2:3][C:4](O)=[O:5].CO. Product: [NH2:1][C@H:2]([C:7]1[CH:8]=[CH:9][C:10]([Cl:13])=[CH:11][CH:12]=1)[CH2:3][CH2:4][OH:5]. The catalyst class is: 1. (2) Reactant: [CH3:1][O:2][C:3]1[CH:4]=[C:5]2[C:10](=[CH:11][C:12]=1[O:13][CH3:14])[N:9]=[C:8]([CH3:15])[N:7]=[C:6]2[O:16][C:17]1[CH:22]=[CH:21][C:20]([N+:23]([O-])=O)=[CH:19][CH:18]=1.C([O-])=O.[NH4+]. Product: [CH3:1][O:2][C:3]1[CH:4]=[C:5]2[C:10](=[CH:11][C:12]=1[O:13][CH3:14])[N:9]=[C:8]([CH3:15])[N:7]=[C:6]2[O:16][C:17]1[CH:18]=[CH:19][C:20]([NH2:23])=[CH:21][CH:22]=1. The catalyst class is: 14. (3) Reactant: [C:1]1([CH3:12])[CH:6]=[CH:5][C:4]([O:7][CH2:8][C:9]([Cl:11])=[O:10])=[CH:3][CH:2]=1.[Br:13][C:14]1C=C2C(=[CH:22][CH:23]=1)C=C(OCC(O)=O)C=C2.O=S(Cl)Cl. Product: [Br:13][C:14]1[CH:12]=[C:1]2[C:6](=[CH:22][CH:23]=1)[CH:5]=[C:4]([O:7][CH2:8][C:9]([Cl:11])=[O:10])[CH:3]=[CH:2]2. The catalyst class is: 48. (4) Reactant: C(O)(C(F)(F)F)=O.C(OC([N:15]([C:42]1[CH:47]=[CH:46][CH:45]=[CH:44][N:43]=1)[CH2:16][CH2:17][O:18][C:19]1[CH:41]=[CH:40][C:22]([CH2:23][C@@H:24]([C:36]([O:38][CH3:39])=[O:37])[NH:25][C:26](=[O:35])[C:27]2[C:32]([Cl:33])=[CH:31][CH:30]=[CH:29][C:28]=2[Cl:34])=[CH:21][CH:20]=1)=O)(C)(C)C. Product: [Cl:34][C:28]1[CH:29]=[CH:30][CH:31]=[C:32]([Cl:33])[C:27]=1[C:26]([NH:25][C@H:24]([C:36]([O:38][CH3:39])=[O:37])[CH2:23][C:22]1[CH:40]=[CH:41][C:19]([O:18][CH2:17][CH2:16][NH:15][C:42]2[CH:47]=[CH:46][CH:45]=[CH:44][N:43]=2)=[CH:20][CH:21]=1)=[O:35]. The catalyst class is: 2. (5) Product: [F:25][C:26]1[CH:27]=[CH:28][C:29]([CH2:32][C:33]([NH:36][CH2:21][CH:20]([C:11]2[C:12]3[O:17][CH2:16][C:15](=[O:18])[NH:14][C:13]=3[CH:19]=[C:9]([OH:8])[CH:10]=2)[OH:24])([CH3:34])[CH3:35])=[CH:30][CH:31]=1. The catalyst class is: 8. Reactant: C([O:8][C:9]1[CH:10]=[C:11]([C:20](=[O:24])[CH:21](O)O)[C:12]2[O:17][CH2:16][C:15](=[O:18])[NH:14][C:13]=2[CH:19]=1)C1C=CC=CC=1.[F:25][C:26]1[CH:31]=[CH:30][C:29]([CH2:32][C:33]([NH2:36])([CH3:35])[CH3:34])=[CH:28][CH:27]=1.[BH4-].[Na+].C(=O)([O-])O.[Na+].